Dataset: Reaction yield outcomes from USPTO patents with 853,638 reactions. Task: Predict the reaction yield, written as a fraction of the theoretical maximum amount of product (1.0 means a 100% yield; for example, 0.34 means a 34% yield). (1) The reactants are [NH:1]1[CH2:5][CH2:4][CH2:3][CH2:2]1.[Br:6][C:7]1[CH:14]=[CH:13][C:10]([CH2:11]Br)=[C:9]([F:15])[CH:8]=1. The catalyst is C(#N)C. The product is [Br:6][C:7]1[CH:14]=[CH:13][C:10]([CH2:11][N:1]2[CH2:5][CH2:4][CH2:3][CH2:2]2)=[C:9]([F:15])[CH:8]=1. The yield is 0.900. (2) The reactants are [C:1](OC)([O:5][CH3:6])([O:3]C)[CH3:2].[CH3:9][C:10]1[CH:15]=[CH:14][C:13]([CH:16](O)[C:17]([CH3:19])=[CH2:18])=[CH:12][CH:11]=1.C(O)(=O)CC. The catalyst is CO. The product is [CH3:19]/[C:17](=[CH:16]\[C:13]1[CH:12]=[CH:11][C:10]([CH3:9])=[CH:15][CH:14]=1)/[CH2:18][CH2:2][C:1]([O:5][CH3:6])=[O:3]. The yield is 0.400.